Task: Predict the reactants needed to synthesize the given product.. Dataset: Full USPTO retrosynthesis dataset with 1.9M reactions from patents (1976-2016) Given the product [OH:18][CH:17]([C:2]1[CH:11]=[CH:10][CH:9]=[CH:8][C:3]=1[C:4]([NH:6][CH3:7])=[O:5])[C:16]1[CH:19]=[CH:20][C:13]([F:12])=[CH:14][CH:15]=1, predict the reactants needed to synthesize it. The reactants are: Br[C:2]1[CH:11]=[CH:10][CH:9]=[CH:8][C:3]=1[C:4]([NH:6][CH3:7])=[O:5].[F:12][C:13]1[CH:20]=[CH:19][C:16]([CH:17]=[O:18])=[CH:15][CH:14]=1.